From a dataset of Full USPTO retrosynthesis dataset with 1.9M reactions from patents (1976-2016). Predict the reactants needed to synthesize the given product. (1) The reactants are: [N:1]([C@@H:4]1[C@@H:8]([OH:9])[CH2:7][N:6]([C:10]([O:12][C:13]([CH3:16])([CH3:15])[CH3:14])=[O:11])[CH2:5]1)=[N+:2]=[N-:3].N1C=CC=CC=1.[CH3:23][S:24](Cl)(=[O:26])=[O:25]. Given the product [N:1]([C@@H:4]1[C@@H:8]([O:9][S:24]([CH3:23])(=[O:26])=[O:25])[CH2:7][N:6]([C:10]([O:12][C:13]([CH3:16])([CH3:15])[CH3:14])=[O:11])[CH2:5]1)=[N+:2]=[N-:3], predict the reactants needed to synthesize it. (2) Given the product [OH:2][C:3]1[CH:11]=[CH:10][C:9]2[N:8]3[CH2:12][CH2:13][CH:14]([CH2:15][C:16]([O:18][CH2:19][CH3:20])=[O:17])[C:7]3=[CH:6][C:5]=2[C:4]=1[CH3:21], predict the reactants needed to synthesize it. The reactants are: C[O:2][C:3]1[CH:11]=[CH:10][C:9]2[N:8]3[CH2:12][CH2:13][CH:14]([CH2:15][C:16]([O:18][CH2:19][CH3:20])=[O:17])[C:7]3=[CH:6][C:5]=2[C:4]=1[CH3:21].B(Br)(Br)Br.C([O-])(O)=O.[Na+]. (3) Given the product [F:2][C:3]1[CH:8]=[CH:7][C:6]([F:9])=[CH:5][C:4]=1[C@H:10]1[C@H:11]([CH2:15][OH:16])[CH2:12][N:13]([C:27](=[O:28])[CH3:26])[CH2:14]1, predict the reactants needed to synthesize it. The reactants are: Cl.[F:2][C:3]1[CH:8]=[CH:7][C:6]([F:9])=[CH:5][C:4]=1[C@@H:10]1[CH2:14][NH:13][CH2:12][C@H:11]1[CH2:15][OH:16].CCN(C(C)C)C(C)C.[CH3:26][C:27](OC(C)=O)=[O:28].